From a dataset of Reaction yield outcomes from USPTO patents with 853,638 reactions. Predict the reaction yield, written as a fraction of the theoretical maximum amount of product (1.0 means a 100% yield; for example, 0.34 means a 34% yield). (1) The reactants are Cl[C:2]([O:4][C:5]1[CH:10]=[CH:9][C:8]([CH2:11][C:12]2[CH:17]=[CH:16][C:15]([C:18]([F:21])([F:20])[F:19])=[CH:14][CH:13]=2)=[CH:7][CH:6]=1)=[O:3].[NH:22]1[CH2:27][CH2:26][CH:25]([CH2:28][C:29]2[CH:34]=[CH:33][CH:32]=[CH:31][N:30]=2)[CH2:24][CH2:23]1. No catalyst specified. The product is [F:19][C:18]([F:21])([F:20])[C:15]1[CH:16]=[CH:17][C:12]([CH2:11][C:8]2[CH:9]=[CH:10][C:5]([O:4][C:2]([N:22]3[CH2:27][CH2:26][CH:25]([CH2:28][C:29]4[CH:34]=[CH:33][CH:32]=[CH:31][N:30]=4)[CH2:24][CH2:23]3)=[O:3])=[CH:6][CH:7]=2)=[CH:13][CH:14]=1. The yield is 0.850. (2) The reactants are [C:1]1([C:7]2[CH:15]=[CH:14][CH:13]=[C:12]3[C:8]=2[C:9]2[CH:19]=[CH:18][CH:17]=[N:16][C:10]=2[NH:11]3)[CH:6]=[CH:5][CH:4]=[CH:3][CH:2]=1.[CH3:20][O:21]C1C=C(B(O)O)C=CC=1. The yield is 0.420. The product is [CH3:20][O:21][C:5]1[CH:6]=[C:1]([C:7]2[CH:15]=[CH:14][CH:13]=[C:12]3[C:8]=2[C:9]2[CH:19]=[CH:18][CH:17]=[N:16][C:10]=2[NH:11]3)[CH:2]=[CH:3][CH:4]=1. No catalyst specified. (3) The reactants are Cl[C:2]1[C:7]([CH2:8][CH3:9])=[C:6]([CH3:10])[N:5]=[C:4]([C:11]2[S:12][C:13]([Cl:16])=[CH:14][CH:15]=2)[N:3]=1.[NH2:17][C:18]1[CH:19]=[CH:20][C:21]([Br:27])=[C:22]([CH:26]=1)[C:23]([OH:25])=[O:24].Cl. The catalyst is O1CCOCC1.CC(O)=O. The product is [Br:27][C:21]1[CH:20]=[CH:19][C:18]([NH:17][C:2]2[C:7]([CH2:8][CH3:9])=[C:6]([CH3:10])[N:5]=[C:4]([C:11]3[S:12][C:13]([Cl:16])=[CH:14][CH:15]=3)[N:3]=2)=[CH:26][C:22]=1[C:23]([OH:25])=[O:24]. The yield is 0.770. (4) The reactants are [NH2:1][C:2]1[CH:11]=[C:10]2[C:5]([CH:6]=[C:7]([C:15]3[C:16]([CH3:32])=[CH:17][C:18]([F:31])=[C:19]([NH:21][C:22]([NH:24][C:25]4[CH:30]=[CH:29][CH:28]=[CH:27][CH:26]=4)=[O:23])[CH:20]=3)[C:8](=[O:14])[N:9]2[CH2:12][CH3:13])=[CH:4][N:3]=1.Cl[C:34]([O:36][C:37]([CH3:39])=[CH2:38])=[O:35].O. The catalyst is N1C=CC=CC=1. The product is [CH2:12]([N:9]1[C:10]2[C:5](=[CH:4][N:3]=[C:2]([NH:1][C:34](=[O:35])[O:36][C:37]([CH3:39])=[CH2:38])[CH:11]=2)[CH:6]=[C:7]([C:15]2[CH:20]=[C:19]([NH:21][C:22]([NH:24][C:25]3[CH:26]=[CH:27][CH:28]=[CH:29][CH:30]=3)=[O:23])[C:18]([F:31])=[CH:17][C:16]=2[CH3:32])[C:8]1=[O:14])[CH3:13]. The yield is 0.860. (5) The reactants are [Li+].C[Si]([N-][Si](C)(C)C)(C)C.[CH:11]1[C:20]2[C:15](=[CH:16][CH:17]=[CH:18][CH:19]=2)[CH:14]=[CH:13][CH:12]=1.[CH3:21][NH:22][CH3:23].[CH2:24]1C[O:27][CH2:26][CH2:25]1. The catalyst is CC(OC1C=CC=C(OC(C)C)C=1C1C(P(C2CCCCC2)C2CCCCC2)=CC=CC=1)C.CC(OC)(C)C.C1C=[C-]C(CCN)=CC=1.Cl[Pd+]. The product is [CH3:21][N:22]([CH3:23])[C:11]1[CH:12]=[CH:13][CH:14]=[C:15]2[C:20]=1[CH:19]=[C:18]1[C:26](=[O:27])[CH2:25][CH2:24][C:17]1=[CH:16]2. The yield is 0.770. (6) The reactants are C(OC([N:8]1[C:16]2[C:11](=[CH:12][C:13]([O:17][CH3:18])=[CH:14][CH:15]=2)[CH:10]=[C:9]1[C:19]1[C:28]([N:29]([CH:31]([CH3:33])[CH3:32])[CH3:30])=[N:27][C:26]2[C:21](=[CH:22][CH:23]=[C:24]([C:34]([O:36][CH3:37])=[O:35])[CH:25]=2)[N:20]=1)=O)(C)(C)C. The catalyst is C(O)(C(F)(F)F)=O.C(Cl)Cl. The product is [CH:31]([N:29]([CH3:30])[C:28]1[C:19]([C:9]2[NH:8][C:16]3[C:11]([CH:10]=2)=[CH:12][C:13]([O:17][CH3:18])=[CH:14][CH:15]=3)=[N:20][C:21]2[C:26]([N:27]=1)=[CH:25][C:24]([C:34]([O:36][CH3:37])=[O:35])=[CH:23][CH:22]=2)([CH3:32])[CH3:33]. The yield is 0.690.